This data is from Forward reaction prediction with 1.9M reactions from USPTO patents (1976-2016). The task is: Predict the product of the given reaction. (1) Given the reactants [CH:1]1([C:4]([CH:6]2[CH2:8][CH2:7]2)=O)[CH2:3][CH2:2]1.[CH3:9][C:10]([S@:13]([NH2:15])=[O:14])([CH3:12])[CH3:11], predict the reaction product. The product is: [CH:1]1([C:4]([CH:6]2[CH2:8][CH2:7]2)=[N:15][S@@:13]([C:10]([CH3:12])([CH3:11])[CH3:9])=[O:14])[CH2:3][CH2:2]1. (2) Given the reactants I[C:2]1[CH:7]=[CH:6][C:5]([N:8]2[C:16]3[CH:15]=[CH:14][CH:13]=[CH:12][C:11]=3[C:10]3[CH2:17][N:18]4[CH2:23][CH2:22][CH:21]([C:9]2=3)[CH2:20][CH2:19]4)=[CH:4][CH:3]=1.[N:24]1[NH:25][C:26](=[O:30])[CH:27]=[CH:28][CH:29]=1, predict the reaction product. The product is: [CH2:17]1[C:10]2[C:11]3[CH:12]=[CH:13][CH:14]=[CH:15][C:16]=3[N:8]([C:5]3[CH:4]=[CH:3][C:2]([N:25]4[C:26](=[O:30])[CH:27]=[CH:28][CH:29]=[N:24]4)=[CH:7][CH:6]=3)[C:9]=2[CH:21]2[CH2:22][CH2:23][N:18]1[CH2:19][CH2:20]2. (3) Given the reactants [Br:1][C:2]1[C:9]([O:10][CH3:11])=[CH:8][C:5]([CH:6]=[O:7])=[CH:4][C:3]=1[O:12][CH3:13].[C:14]1([CH3:26])[CH:19]=[CH:18][C:17]([S:20]([CH2:23][N+:24]#[C-:25])(=[O:22])=[O:21])=[CH:16][CH:15]=1.[C-]#N.[K+], predict the reaction product. The product is: [Br:1][C:2]1[C:9]([O:10][CH3:11])=[CH:8][C:5]([CH:6]2[O:7][CH:25]=[N:24][CH:23]2[S:20]([C:17]2[CH:18]=[CH:19][C:14]([CH3:26])=[CH:15][CH:16]=2)(=[O:22])=[O:21])=[CH:4][C:3]=1[O:12][CH3:13]. (4) The product is: [Cl:1][C:2]1[C:3]([C:33]([C:36]#[N:37])([CH3:34])[CH3:35])=[CH:4][C:5]([O:30][CH2:31][CH3:32])=[C:6]([C:8]2[N:9]([C:27]([N:47]3[CH2:46][CH2:45][N:44]([CH2:43][C:42]([N:41]([CH:38]([CH3:40])[CH3:39])[CH3:51])=[O:50])[CH2:49][CH2:48]3)=[O:28])[C@H:10]([C:20]3[CH:21]=[CH:22][C:23]([Cl:26])=[CH:24][CH:25]=3)[C@H:11]([C:13]3[CH:18]=[CH:17][C:16]([Cl:19])=[CH:15][CH:14]=3)[N:12]=2)[CH:7]=1. Given the reactants [Cl:1][C:2]1[C:3]([C:33]([C:36]#[N:37])([CH3:35])[CH3:34])=[CH:4][C:5]([O:30][CH2:31][CH3:32])=[C:6]([C:8]2[N:9]([C:27](Cl)=[O:28])[C@H:10]([C:20]3[CH:25]=[CH:24][C:23]([Cl:26])=[CH:22][CH:21]=3)[C@H:11]([C:13]3[CH:18]=[CH:17][C:16]([Cl:19])=[CH:15][CH:14]=3)[N:12]=2)[CH:7]=1.[CH:38]([N:41]([CH3:51])[C:42](=[O:50])[CH2:43][N:44]1[CH2:49][CH2:48][NH:47][CH2:46][CH2:45]1)([CH3:40])[CH3:39], predict the reaction product. (5) Given the reactants [C:1](/[C:3](/[C:27]1[CH:32]=[CH:31][C:30]([O:33][CH3:34])=[C:29]([O:35][CH3:36])[CH:28]=1)=[CH:4]\[C:5]1[S:9][C:8]([N:10]2[CH2:15][CH2:14][CH:13]([O:16][C:17](=[O:26])[CH2:18][N:19]3[CH2:24][CH2:23]C(O)CC3)[CH2:12][CH2:11]2)=[CH:7][CH:6]=1)#[N:2].N1CC[O:40][CH2:39][CH2:38]1, predict the reaction product. The product is: [C:1](/[C:3](/[C:27]1[CH:32]=[CH:31][C:30]([O:33][CH3:34])=[C:29]([O:35][CH3:36])[CH:28]=1)=[CH:4]\[C:5]1[S:9][C:8]([N:10]2[CH2:15][CH2:14][CH:13]([O:16][C:17](=[O:26])[CH2:18][N:19]3[CH2:38][CH2:39][O:40][CH2:23][CH2:24]3)[CH2:12][CH2:11]2)=[CH:7][CH:6]=1)#[N:2]. (6) Given the reactants C(OC(=O)[NH:7][CH2:8][CH2:9][CH2:10][CH2:11][C:12]1[CH:17]=[CH:16][C:15]([O:18][CH2:19][C:20]#[N:21])=[CH:14][CH:13]=1)(C)(C)C.FC(F)(F)C(O)=O, predict the reaction product. The product is: [NH2:7][CH2:8][CH2:9][CH2:10][CH2:11][C:12]1[CH:17]=[CH:16][C:15]([O:18][CH2:19][C:20]#[N:21])=[CH:14][CH:13]=1. (7) Given the reactants [Cl:1][C:2]1[CH:9]=[C:8]([N:10]([CH2:16][C:17]2[CH:22]=[CH:21][CH:20]=[CH:19][C:18]=2[Cl:23])[C@H:11]2[CH2:15][CH2:14][NH:13][CH2:12]2)[CH:7]=[CH:6][C:3]=1[C:4]#[N:5].[F:24][C:25]1[CH:30]=[CH:29][C:28]([S:31](Cl)(=[O:33])=[O:32])=[CH:27][CH:26]=1, predict the reaction product. The product is: [Cl:1][C:2]1[CH:9]=[C:8]([N:10]([CH2:16][C:17]2[CH:22]=[CH:21][CH:20]=[CH:19][C:18]=2[Cl:23])[C@H:11]2[CH2:15][CH2:14][N:13]([S:31]([C:28]3[CH:29]=[CH:30][C:25]([F:24])=[CH:26][CH:27]=3)(=[O:33])=[O:32])[CH2:12]2)[CH:7]=[CH:6][C:3]=1[C:4]#[N:5]. (8) Given the reactants [Cl:1][C:2]1[CH:3]=[CH:4][C:5]([OH:12])=[C:6]([NH:8][C:9]([NH2:11])=[O:10])[CH:7]=1.C(O[K])(C)(C)C.[C:19]1(=[O:23])[O:22][CH2:21][CH2:20]1, predict the reaction product. The product is: [Cl:1][C:2]1[CH:3]=[CH:4][C:5](=[O:12])[CH:6]([NH:8][C:9]([NH2:11])=[O:10])[CH:7]=1.[C:19]([OH:23])(=[O:22])[CH2:20][CH3:21]. (9) Given the reactants [C:1]([O:5][C:6]([N:8]1[CH2:13][CH2:12][CH2:11][CH2:10][CH:9]1[CH2:14][C:15]([OH:17])=O)=[O:7])([CH3:4])([CH3:3])[CH3:2].C(N(CC)C(C)C)(C)C.CN([C:30]([O:34][N:35]1N=NC2C=CC=N[C:36]1=2)=[N+](C)C)C.F[P-](F)(F)(F)(F)F.CONC.Cl, predict the reaction product. The product is: [C:1]([O:5][C:6]([N:8]1[CH2:13][CH2:12][CH2:11][CH2:10][CH:9]1[CH2:14][C:15](=[O:17])[N:35]([O:34][CH3:30])[CH3:36])=[O:7])([CH3:2])([CH3:3])[CH3:4].